From a dataset of Experimentally validated miRNA-target interactions with 360,000+ pairs, plus equal number of negative samples. Binary Classification. Given a miRNA mature sequence and a target amino acid sequence, predict their likelihood of interaction. (1) The miRNA is hsa-miR-192-5p with sequence CUGACCUAUGAAUUGACAGCC. The protein sequence of the target gene is MAEEQVNRSAGLAPDCEASATAETTVSSVGTCEAAGKSPEPKDYDSTCVFCRIAGRQDPGTELLHCENEDLICFKDIKPAATHHYLVVPKKHIGNCRTLRKDQVELVENMVTVGKTILERNNFTDFTNVRMGFHMPPFCSISHLHLHVLAPVDQLGFLSKLVYRVNSYWFITADHLIEKLRT. Result: 1 (interaction). (2) The miRNA is hsa-miR-5090 with sequence CCGGGGCAGAUUGGUGUAGGGUG. The protein sequence of the target gene is MVRFGDELGGRYGGTGGGERARGGGAGGAGGPGQGGLPPGQRVLYKQSIAQRARTMALYNPIPVKQNCFTVNRSLFVFSEDNVVRKYAKRITEWPPFEYMILATIIANCIVLALEQHLPDGDKTPMSERLDDTEPYFIGIFCFEAGIKIIALGFVFHKGSYLRNGWNVMDFVVVLTGILATAGTDFDLRTLRAVRVLRPLKLVSGIPSLQVVLKSIMKAMVPLLQIGLLLFFAILMFAIIGLEFYMGKFHKACFPNSTDTEPVGDFPCGKDPPARQCDGDTECREYWPGPNFGITNFDNI.... Result: 0 (no interaction). (3) The miRNA is ath-miR164b-5p with sequence UGGAGAAGCAGGGCACGUGCA. The protein sequence of the target gene is MRNCKMARVASVLGLVMLSVALLILSLISYVSLKKENIFTTPKYASPGAPRMYMFHAGFRSQFALKFLDQSFVPITNSLTHELQEKPSKWTFNRTAFLHQRQEILQHVDVIKNFSLTKSSVRIGQLMHYDYSSHKYVFSISNNFRSLLPDVSPIMNKRYNVCAVVGNSGILTGSQCGQEIDKSDFVFRCNFAPTEAFHKDVGRKTNLTTFNPSILEKYYNNLLTIQDRNNFFLSLKKLDGAILWIPAFFFHTSATVTRTLVDFFVEHRGQLKVQLAWPGNIMQHVNRYWKNKHLSPKRLS.... Result: 0 (no interaction). (4) The miRNA is mmu-miR-181d-5p with sequence AACAUUCAUUGUUGUCGGUGGGU. The protein sequence of the target gene is MQSLSLGQTSISKGLNYLTIMAPGNLWHMRNNFLFGSRCWMTRFSAENIFKSVSFRLFGVKCHNTDSEPLKNEDLLKNLLTMGVDIDMARKRQPGVFHRMITNEQDLKMFLLSKGASKEVIASIISRYPRAITRTPENLSKRWDLWRKIVTSDLEIVNILERSPESFFRSNNNLNLENNIKFLYSVGLTRKCLCRLLTNAPRTFSNSLDLNKQMVEFLQAAGLSLGHNDPADFVRKIIFKNPFILIQSTKRVKANIEFLRSTFNLNSEELLVLICGPGAEILDLSNDYARRSYANIKEKL.... Result: 0 (no interaction). (5) The miRNA is hsa-miR-4317 with sequence ACAUUGCCAGGGAGUUU. The protein sequence of the target gene is MLPLLLLPLLWGGSLQEKPVYELQVQKSVTVQEGLCVLVPCSFSYPWRSWYSSPPLYVYWFRDGEIPYYAEVVATNNPDRRVKPETQGRFRLLGDVQKKNCSLSIGDARMEDTGSYFFRVERGRDVKYSYQQNKLNLEVTALIEKPDIHFLEPLESGRPTRLSCSLPGSCEAGPPLTFSWTGNALSPLDPETTRSSELTLTPRPEDHGTNLTCQMKRQGAQVTTERTVQLNVSYAPQTITIFRNGIALEILQNTSYLPVLEGQALRLLCDAPSNPPAHLSWFQGSPALNATPISNTGILE.... Result: 0 (no interaction). (6) The miRNA is hsa-miR-6879-3p with sequence UGUCACCCGCUCCUUGCCCAG. The protein sequence of the target gene is MNRIRIHVLPTNRGRITPVPRSQEPLSCSFTHRPCSQPRLEGQEFCIKHILEDKNAPFKQCSYVSTKNGKRCPSAAPKPEKKDGVSFCAEHARRNALALHAQMKKSNPGPMGETLLCQLSSYAKTELGSQTPESSRSEASRILDEDSWSDGDQEPITVDQTWRGDPDSEADSIDSDQEDPLKHAGVYTAEEVALIMREKLIRLQSLYIDQFKRLQHLLKEKKRRYLHNRKVEHEALGSSLLTGPEGLLAKERENLKRLKCLRRYRQRYGVEALLHRQLKERRMLATDGAAQQAHTTRSSQ.... Result: 0 (no interaction).